This data is from Full USPTO retrosynthesis dataset with 1.9M reactions from patents (1976-2016). The task is: Predict the reactants needed to synthesize the given product. (1) Given the product [F:25][CH:23]([F:24])[O:22][C:18]1[CH:17]=[C:16]([S:15][C:11]2[CH:10]=[C:9]([CH3:26])[C:8](=[CH:13][C:12]=2[CH3:14])[NH2:5])[CH:21]=[CH:20][CH:19]=1, predict the reactants needed to synthesize it. The reactants are: C(O)(=O)C.[N+:5]([C:8]1[CH:13]=[C:12]([CH3:14])[C:11]([S:15][C:16]2[CH:21]=[CH:20][CH:19]=[C:18]([O:22][CH:23]([F:25])[F:24])[CH:17]=2)=[CH:10][C:9]=1[CH3:26])([O-])=O. (2) Given the product [Cl:26][CH2:25][CH2:24][CH2:23][CH:22]([C:21]1[O:36][C:17](/[CH:16]=[CH:15]/[C:5]2[CH:4]=[C:3]([O:2][CH3:1])[C:8]([N:9]3[CH:13]=[C:12]([CH3:14])[N:11]=[CH:10]3)=[N:7][CH:6]=2)=[N:19][N:20]=1)[C:27]1[CH:28]=[C:29]([F:35])[C:30]([F:34])=[C:31]([F:33])[CH:32]=1, predict the reactants needed to synthesize it. The reactants are: [CH3:1][O:2][C:3]1[CH:4]=[C:5](/[CH:15]=[CH:16]/[C:17]([NH:19][NH:20][C:21](=[O:36])[CH:22]([C:27]2[CH:32]=[C:31]([F:33])[C:30]([F:34])=[C:29]([F:35])[CH:28]=2)[CH2:23][CH2:24][CH2:25][Cl:26])=O)[CH:6]=[N:7][C:8]=1[N:9]1[CH:13]=[C:12]([CH3:14])[N:11]=[CH:10]1. (3) Given the product [CH:1]([O:4][C:5]1[CH:6]=[C:7]2[C:11](=[CH:12][C:13]=1[N+:14]([O-:16])=[O:15])[C:10](=[O:17])[CH:8]([CH:7]1[CH2:11][CH2:10][N:30]([CH3:29])[CH2:5][CH2:6]1)[C:8]2=[O:24])([CH3:2])[CH3:3], predict the reactants needed to synthesize it. The reactants are: [CH:1]([O:4][C:5]1[CH:6]=[C:7]2[C:11](=[CH:12][C:13]=1[N+:14]([O-:16])=[O:15])[C:10](=[O:17])N(C1CCNCC1)[C:8]2=[O:24])([CH3:3])[CH3:2].CO.C=O.[C:29]([BH3-])#[N:30].[Na+]. (4) Given the product [CH3:1][C:2]1[C:7]([N:8]2[C:17](=[O:18])[C:16]3[C:11](=[CH:12][CH:13]=[CH:14][CH:15]=3)[N:10]=[CH:9]2)=[CH:6][CH:5]=[CH:4][C:3]=1[C:19]1[CH:27]=[CH:26][C:25]([C:28]([NH2:30])=[O:29])=[C:24]2[C:20]=1[C:21]1[CH:34]=[N:33][CH:32]=[CH:31][C:22]=1[NH:23]2, predict the reactants needed to synthesize it. The reactants are: [CH3:1][C:2]1[C:7]([N:8]2[C:17](=[O:18])[C:16]3[C:11](=[CH:12][CH:13]=[CH:14][CH:15]=3)[N:10]=[CH:9]2)=[CH:6][CH:5]=[CH:4][C:3]=1[C:19]1[CH:27]=[CH:26][C:25]([C:28]([NH2:30])=[O:29])=[C:24]2[C:20]=1[C:21]1[CH2:34][NH:33][CH2:32][CH2:31][C:22]=1[NH:23]2.